Dataset: Peptide-MHC class I binding affinity with 185,985 pairs from IEDB/IMGT. Task: Regression. Given a peptide amino acid sequence and an MHC pseudo amino acid sequence, predict their binding affinity value. This is MHC class I binding data. (1) The peptide sequence is VMTDGPANK. The MHC is HLA-B46:01 with pseudo-sequence HLA-B46:01. The binding affinity (normalized) is 0.0847. (2) The peptide sequence is IGRGKNHAR. The binding affinity (normalized) is 0.0847. The MHC is HLA-B18:01 with pseudo-sequence HLA-B18:01. (3) The peptide sequence is YLLEMLWRL. The MHC is HLA-B44:02 with pseudo-sequence HLA-B44:02. The binding affinity (normalized) is 0.0315.